Dataset: Merck oncology drug combination screen with 23,052 pairs across 39 cell lines. Task: Regression. Given two drug SMILES strings and cell line genomic features, predict the synergy score measuring deviation from expected non-interaction effect. (1) Drug 1: CCC1(O)CC2CN(CCc3c([nH]c4ccccc34)C(C(=O)OC)(c3cc4c(cc3OC)N(C)C3C(O)(C(=O)OC)C(OC(C)=O)C5(CC)C=CCN6CCC43C65)C2)C1. Drug 2: Cn1nnc2c(C(N)=O)ncn2c1=O. Cell line: SKMEL30. Synergy scores: synergy=-26.2. (2) Drug 1: COC1CC2CCC(C)C(O)(O2)C(=O)C(=O)N2CCCCC2C(=O)OC(C(C)CC2CCC(OP(C)(C)=O)C(OC)C2)CC(=O)C(C)C=C(C)C(O)C(OC)C(=O)C(C)CC(C)C=CC=CC=C1C. Drug 2: CCC1(O)C(=O)OCc2c1cc1n(c2=O)Cc2cc3c(CN(C)C)c(O)ccc3nc2-1. Cell line: SKMEL30. Synergy scores: synergy=31.7.